From a dataset of Forward reaction prediction with 1.9M reactions from USPTO patents (1976-2016). Predict the product of the given reaction. (1) Given the reactants [CH3:1][N:2]1[CH2:7][CH:6]=[C:5](B2OC(C)(C)C(C)(C)O2)[CH2:4][CH2:3]1.Br[C:18]1[CH:23]=[C:22]([C:24]([F:27])([F:26])[F:25])[CH:21]=[CH:20][C:19]=1[C:28]1[CH:37]=[CH:36][CH:35]=[C:34]2[C:29]=1[CH2:30][CH2:31][N:32]([S:38]([NH:41][C:42]1[S:43][C:44]([F:47])=[CH:45][N:46]=1)(=[O:40])=[O:39])[CH2:33]2.P([O-])([O-])([O-])=O.[K+].[K+].[K+], predict the reaction product. The product is: [F:47][C:44]1[S:43][C:42]([NH:41][S:38]([N:32]2[CH2:31][CH2:30][C:29]3[C:34](=[CH:35][CH:36]=[CH:37][C:28]=3[C:19]3[CH:20]=[CH:21][C:22]([C:24]([F:26])([F:25])[F:27])=[CH:23][C:18]=3[C:5]3[CH2:4][CH2:3][N:2]([CH3:1])[CH2:7][CH:6]=3)[CH2:33]2)(=[O:39])=[O:40])=[N:46][CH:45]=1. (2) Given the reactants [CH2:1]([N:3]([CH2:6][CH3:7])[CH2:4][CH3:5])[CH3:2].[C:8]1([CH3:17])[CH:13]=[CH:12][C:11]([SH:14](=[O:16])=[O:15])=[CH:10][CH:9]=1.CC(=[O:22])CC, predict the reaction product. The product is: [CH2:1]([N:3]([CH2:6][CH3:7])[CH2:4][CH3:5])[CH3:2].[C:8]1([CH3:17])[CH:13]=[CH:12][C:11]([S:14]([OH:22])(=[O:16])=[O:15])=[CH:10][CH:9]=1.